Dataset: Reaction yield outcomes from USPTO patents with 853,638 reactions. Task: Predict the reaction yield, written as a fraction of the theoretical maximum amount of product (1.0 means a 100% yield; for example, 0.34 means a 34% yield). The reactants are Cl.Cl[CH2:3][C:4]([NH:6][C:7]1[CH:12]=[C:11]([Cl:13])[CH:10]=[CH:9][C:8]=1/[CH:14]=[CH:15]/[C:16]([N:18]1[CH:23]2[CH2:24][CH2:25][CH:19]1[CH2:20][N:21]([CH2:26][C:27]1[CH:32]=[CH:31][C:30]([F:33])=[CH:29][CH:28]=1)[CH2:22]2)=[O:17])=[O:5].[CH3:34][NH:35][CH3:36]. The catalyst is C1COCC1. The product is [Cl:13][C:11]1[CH:10]=[CH:9][C:8](/[CH:14]=[CH:15]/[C:16]([N:18]2[CH:23]3[CH2:24][CH2:25][CH:19]2[CH2:20][N:21]([CH2:26][C:27]2[CH:28]=[CH:29][C:30]([F:33])=[CH:31][CH:32]=2)[CH2:22]3)=[O:17])=[C:7]([NH:6][C:4](=[O:5])[CH2:3][N:35]([CH3:36])[CH3:34])[CH:12]=1. The yield is 0.950.